Dataset: Reaction yield outcomes from USPTO patents with 853,638 reactions. Task: Predict the reaction yield, written as a fraction of the theoretical maximum amount of product (1.0 means a 100% yield; for example, 0.34 means a 34% yield). (1) The reactants are [C:1]([O:8][CH3:9])(=[O:7])/[CH:2]=[CH:3]/[C:4]([OH:6])=[O:5].[C:10]([O:18][CH2:19][CH2:20]Cl)(=[O:17])/[CH:11]=[CH:12]/[C:13]([O:15][CH3:16])=[O:14]. The catalyst is CN1C(=O)CCC1. The product is [C:4]([O:6][CH2:20][CH2:19][O:18][C:10](=[O:17])/[CH:11]=[CH:12]/[C:13]([O:15][CH3:16])=[O:14])(=[O:5])/[CH:3]=[CH:2]/[C:1]([O:8][CH3:9])=[O:7]. The yield is 0.170. (2) The product is [C:27]([N:22]1[C:23]2[C:19](=[C:18]([NH:17][C:15]([NH:14][CH:8]3[C:9]4[C:5](=[CH:4][C:3]([O:2][CH3:1])=[C:11]([O:12][CH3:13])[CH:10]=4)[CH2:6][CH2:7]3)=[O:16])[CH:26]=[CH:25][CH:24]=2)[CH:20]=[N:21]1)(=[O:29])[CH3:28]. The yield is 0.380. The reactants are [CH3:1][O:2][C:3]1[CH:4]=[C:5]2[C:9](=[CH:10][C:11]=1[O:12][CH3:13])[CH:8]([NH:14][C:15]([NH:17][C:18]1[CH:26]=[CH:25][CH:24]=[C:23]3[C:19]=1[CH:20]=[N:21][NH:22]3)=[O:16])[CH2:7][CH2:6]2.[C:27](Cl)(=[O:29])[CH3:28].C(OCC)(=O)C. The catalyst is N1C=CC=CC=1.